This data is from Reaction yield outcomes from USPTO patents with 853,638 reactions. The task is: Predict the reaction yield, written as a fraction of the theoretical maximum amount of product (1.0 means a 100% yield; for example, 0.34 means a 34% yield). (1) The reactants are [CH2:1]1[CH:6]2[CH2:7][C:8]3([NH2:11])[CH2:10][CH:4]([CH2:5]2)[CH2:3][CH:2]1[CH2:9]3.[C:12]1([C:18]2[O:22][N:21]=[C:20]([CH:23]=O)[CH:19]=2)[CH:17]=[CH:16][CH:15]=[CH:14][CH:13]=1. No catalyst specified. The product is [C:12]1([C:18]2[O:22][N:21]=[C:20]([CH2:23][NH:11][C:8]34[CH2:10][CH:4]5[CH2:5][CH:6]([CH2:1][CH:2]([CH2:3]5)[CH2:9]3)[CH2:7]4)[CH:19]=2)[CH:17]=[CH:16][CH:15]=[CH:14][CH:13]=1. The yield is 0.890. (2) The reactants are [CH3:1][O:2][C:3](=[O:16])[CH2:4][C:5]1[CH:10]=[CH:9][CH:8]=[C:7]([CH2:11][CH2:12][CH2:13][CH2:14][OH:15])[CH:6]=1.[C:17]1([CH3:27])[CH:22]=[CH:21][C:20]([S:23](Cl)(=[O:25])=[O:24])=[CH:19][CH:18]=1. The catalyst is N1C=CC=CC=1.O. The product is [CH3:1][O:2][C:3](=[O:16])[CH2:4][C:5]1[CH:10]=[CH:9][CH:8]=[C:7]([CH2:11][CH2:12][CH2:13][CH2:14][O:15][S:23]([C:20]2[CH:21]=[CH:22][C:17]([CH3:27])=[CH:18][CH:19]=2)(=[O:25])=[O:24])[CH:6]=1. The yield is 0.630.